This data is from Full USPTO retrosynthesis dataset with 1.9M reactions from patents (1976-2016). The task is: Predict the reactants needed to synthesize the given product. (1) Given the product [N:7]1([CH2:12][CH2:13][CH2:14][CH2:15][C:16]2[CH:26]=[CH:25][C:19]([CH2:20][OH:21])=[CH:18][CH:17]=2)[CH2:11][CH2:10][CH2:9][CH2:8]1, predict the reactants needed to synthesize it. The reactants are: [H-].[Al+3].[Li+].[H-].[H-].[H-].[N:7]1([CH2:12][CH2:13][CH2:14][CH2:15][C:16]2[CH:26]=[CH:25][C:19]([C:20](OCC)=[O:21])=[CH:18][CH:17]=2)[CH2:11][CH2:10][CH2:9][CH2:8]1.O.[OH-].[Na+]. (2) The reactants are: [C:1]([CH:3]1[CH2:7][S:6][CH2:5][C:4]1=[O:8])#[N:2].[H-].[Na+].Br[CH2:12][C:13]1[CH:18]=[CH:17][C:16]([CH:19]([CH3:24])[C:20]([O:22][CH3:23])=[O:21])=[CH:15][CH:14]=1. Given the product [C:1]([C:3]1([CH2:12][C:13]2[CH:14]=[CH:15][C:16]([CH:19]([CH3:24])[C:20]([O:22][CH3:23])=[O:21])=[CH:17][CH:18]=2)[C:4](=[O:8])[CH2:5][S:6][CH2:7]1)#[N:2], predict the reactants needed to synthesize it.